This data is from Forward reaction prediction with 1.9M reactions from USPTO patents (1976-2016). The task is: Predict the product of the given reaction. Given the reactants F[C:2]([O:4][CH:5]([F:7])[CH3:6])=[O:3].[CH2:8]([OH:11])[C:9]#[CH:10], predict the reaction product. The product is: [C:2](=[O:3])([O:11][CH2:8][C:9]#[CH:10])[O:4][CH:5]([F:7])[CH3:6].